From a dataset of Reaction yield outcomes from USPTO patents with 853,638 reactions. Predict the reaction yield, written as a fraction of the theoretical maximum amount of product (1.0 means a 100% yield; for example, 0.34 means a 34% yield). (1) The reactants are Br[C:2]1[CH:3]=[C:4]2[C:11]3([N:15]=[C:14]([NH2:16])[C:13]([CH3:17])=[N:12]3)[CH2:10][CH2:9][O:8][C:5]2=[CH:6][CH:7]=1.[Cl:18][C:19]1[CH:20]=[C:21](B(O)O)[CH:22]=[C:23]([Cl:25])[CH:24]=1.C([O-])([O-])=O.[K+].[K+]. The catalyst is O1CCOCC1.Cl[Pd]Cl.C1(P(C2C=CC=CC=2)[C-]2C=CC=C2)C=CC=CC=1.[C-]1(P(C2C=CC=CC=2)C2C=CC=CC=2)C=CC=C1.[Fe+2]. The product is [Cl:18][C:19]1[CH:20]=[C:21]([C:2]2[CH:3]=[C:4]3[C:11]4([N:15]=[C:14]([NH2:16])[C:13]([CH3:17])=[N:12]4)[CH2:10][CH2:9][O:8][C:5]3=[CH:6][CH:7]=2)[CH:22]=[C:23]([Cl:25])[CH:24]=1. The yield is 0.140. (2) The reactants are [CH3:1][O:2][C:3]1[CH:12]=[C:11]2[C:6]([CH:7]=[CH:8][CH:9]=[C:10]2[C:13](=O)[C:14]([NH2:16])=O)=[CH:5][CH:4]=1.[Al+3].[Cl-].[Cl-].[Cl-].B.C1COCC1.O. The catalyst is C1COCC1. The product is [CH3:1][O:2][C:3]1[CH:12]=[C:11]2[C:6]([CH:7]=[CH:8][CH:9]=[C:10]2[CH2:13][CH2:14][NH2:16])=[CH:5][CH:4]=1. The yield is 0.800. (3) The reactants are [Cl:1][C:2]1[C:3]([F:31])=[C:4]([NH:8][CH:9]([C:11]2[CH:12]=[C:13]([C:28](O)=[O:29])[CH:14]=[C:15]3[C:20]=2[O:19][C:18]([N:21]2[CH2:26][CH2:25][O:24][CH2:23][CH2:22]2)=[CH:17][C:16]3=[O:27])[CH3:10])[CH:5]=[CH:6][CH:7]=1.[NH:32]1[CH2:37][CH2:36][CH:35]([OH:38])[CH2:34][CH2:33]1. No catalyst specified. The product is [Cl:1][C:2]1[C:3]([F:31])=[C:4]([NH:8][CH:9]([C:11]2[CH:12]=[C:13]([C:28]([N:32]3[CH2:37][CH2:36][CH:35]([OH:38])[CH2:34][CH2:33]3)=[O:29])[CH:14]=[C:15]3[C:20]=2[O:19][C:18]([N:21]2[CH2:26][CH2:25][O:24][CH2:23][CH2:22]2)=[CH:17][C:16]3=[O:27])[CH3:10])[CH:5]=[CH:6][CH:7]=1. The yield is 0.655. (4) The reactants are [CH2:1]([C@@H:8]1[NH:13][CH2:12][CH2:11][N:10]([C:14]2[CH:19]=[CH:18][C:17]([O:20][CH3:21])=[C:16]([O:22][CH:23]3[CH2:27][CH2:26][CH2:25][CH2:24]3)[CH:15]=2)[CH2:9]1)[C:2]1[CH:7]=[CH:6][CH:5]=[CH:4][CH:3]=1.C(N(CC)CC)C.Cl[C:36]([O:38][CH2:39][CH3:40])=[O:37].C([O-])(O)=O.[Na+]. The catalyst is C1COCC1.CCOC(C)=O. The product is [CH2:39]([O:38][C:36]([N:13]1[CH2:12][CH2:11][N:10]([C:14]2[CH:19]=[CH:18][C:17]([O:20][CH3:21])=[C:16]([O:22][CH:23]3[CH2:27][CH2:26][CH2:25][CH2:24]3)[CH:15]=2)[CH2:9][C@@H:8]1[CH2:1][C:2]1[CH:3]=[CH:4][CH:5]=[CH:6][CH:7]=1)=[O:37])[CH3:40]. The yield is 0.340. (5) The reactants are [CH3:1][C@H:2]1[CH2:11][C:9](=[O:10])[C:5](=[C:6]([CH3:8])[CH3:7])[CH2:4][CH2:3]1.C([O-])(O)=[O:13].[Na+].Cl.[CH3:18][CH2:19]OCC. The catalyst is BrBr.CC[O-].[Na+].O. The product is [CH3:1][C@@H:2]1[CH2:3][CH2:4][C:5](=[C:6]([CH3:7])[CH3:8])[CH:11]1[C:9]([O:10][CH2:18][CH3:19])=[O:13]. The yield is 0.640.